From a dataset of Catalyst prediction with 721,799 reactions and 888 catalyst types from USPTO. Predict which catalyst facilitates the given reaction. The catalyst class is: 26. Product: [Cl:3][C:4]1[C:9]([CH2:10][CH2:11][NH:2][CH3:1])=[CH:8][N:7]=[C:6]2[N:13]([S:16]([C:19]3[CH:25]=[CH:24][C:22]([CH3:23])=[CH:21][CH:20]=3)(=[O:18])=[O:17])[CH:14]=[CH:15][C:5]=12. Reactant: [CH3:1][NH2:2].[Cl:3][C:4]1[C:9]([CH2:10][CH:11]=O)=[CH:8][N:7]=[C:6]2[N:13]([S:16]([C:19]3[CH:25]=[CH:24][C:22]([CH3:23])=[CH:21][CH:20]=3)(=[O:18])=[O:17])[CH:14]=[CH:15][C:5]=12.[BH-](OC(C)=O)(OC(C)=O)OC(C)=O.[Na+].[BH4-].[Na+].